The task is: Predict the product of the given reaction.. This data is from Forward reaction prediction with 1.9M reactions from USPTO patents (1976-2016). (1) Given the reactants [CH2:1]([N:3]=[C:4]=[O:5])[CH3:2].[CH2:6]([NH:8][C:9](=[O:33])[C:10]1[CH:15]=[C:14]([C:16]2[CH:24]=[C:23]3[C:19]([C:20]([CH:25]4[CH2:30][CH2:29][NH:28][CH2:27][CH2:26]4)=[N:21][NH:22]3)=[CH:18][CH:17]=2)[C:13]([CH3:31])=[C:12]([F:32])[CH:11]=1)[CH3:7], predict the reaction product. The product is: [CH2:1]([NH:3][C:4]([N:28]1[CH2:29][CH2:30][CH:25]([C:20]2[C:19]3[C:23](=[CH:24][C:16]([C:14]4[CH:15]=[C:10]([C:9]([NH:8][CH2:6][CH3:7])=[O:33])[CH:11]=[C:12]([F:32])[C:13]=4[CH3:31])=[CH:17][CH:18]=3)[NH:22][N:21]=2)[CH2:26][CH2:27]1)=[O:5])[CH3:2]. (2) Given the reactants [Br:1][C:2]1[C:7]([F:8])=[CH:6][C:5]([C:9]([C:11]2[CH:12]=[N:13][C:14]([Cl:17])=[CH:15][CH:16]=2)=O)=[C:4](F)[CH:3]=1.[NH:19](C(OC(C)(C)C)=O)[NH2:20].C(O)(=O)C, predict the reaction product. The product is: [Br:1][C:2]1[CH:3]=[C:4]2[C:5]([C:9]([C:11]3[CH:12]=[N:13][C:14]([Cl:17])=[CH:15][CH:16]=3)=[N:19][NH:20]2)=[CH:6][C:7]=1[F:8]. (3) Given the reactants C(OC([NH:8][CH:9]1[CH2:14][CH2:13][C:12]([C:15]2[CH:16]=[C:17]([CH:23]=[CH:24][CH:25]=2)[C:18]([O:20][CH2:21][CH3:22])=[O:19])=[CH:11][CH2:10]1)=O)(C)(C)C, predict the reaction product. The product is: [NH2:8][CH:9]1[CH2:14][CH2:13][C:12]([C:15]2[CH:16]=[C:17]([CH:23]=[CH:24][CH:25]=2)[C:18]([O:20][CH2:21][CH3:22])=[O:19])=[CH:11][CH2:10]1. (4) Given the reactants [CH3:1][C:2]1[O:3][C:4]([C:8](=[O:10])[CH3:9])=[C:5]([CH3:7])[N:6]=1, predict the reaction product. The product is: [CH3:9][C@H:8]([C:4]1[O:3][C:2]([CH3:1])=[N:6][C:5]=1[CH3:7])[OH:10]. (5) Given the reactants C(S[C:5]1[CH:10]=[CH:9][CH:8]=[CH:7][C:6]=1[C:11]1[N:12]=[C:13]([C:18]2[O:19][C:20]([C:23]3[CH:28]=[CH:27][CH:26]=[CH:25][CH:24]=3)=[N:21][N:22]=2)[C:14]([NH2:17])=[N:15][CH:16]=1)(C)C.Cl[C:30]1[CH:31]=C(C(OO)=O)C=C[CH:35]=1.[S:40]([O-:44])([O-])(=[O:42])=S.[Na+].[Na+].C(=O)(O)[O-].[Na+], predict the reaction product. The product is: [CH:30]([S:40]([C:5]1[CH:10]=[CH:9][CH:8]=[CH:7][C:6]=1[C:11]1[N:12]=[C:13]([C:18]2[O:19][C:20]([C:23]3[CH:28]=[CH:27][CH:26]=[CH:25][CH:24]=3)=[N:21][N:22]=2)[C:14]([NH2:17])=[N:15][CH:16]=1)(=[O:44])=[O:42])([CH3:31])[CH3:35]. (6) Given the reactants [OH:1][C:2]1[CH:7]=[C:6]([CH2:8][NH:9][CH:10]=[C:11]2[C:20]3[C:15](=[CH:16][CH:17]=[C:18]([I:21])[CH:19]=3)[C:14](=[O:22])[NH:13][C:12]2=[O:23])[CH:5]=[CH:4][C:3]=1[C:24]1C=C[CH:27]=[CH:26][CH:25]=1.IC1C=C2C(=CC=1)C(=O)NC(=O)C2=COC.NCC1C=CC(CCCC)=C(O)C=1, predict the reaction product. The product is: [CH2:24]([C:3]1[CH:4]=[CH:5][C:6]([CH2:8][NH:9][CH:10]=[C:11]2[C:20]3[C:15](=[CH:16][CH:17]=[C:18]([I:21])[CH:19]=3)[C:14](=[O:22])[NH:13][C:12]2=[O:23])=[CH:7][C:2]=1[OH:1])[CH2:25][CH2:26][CH3:27]. (7) Given the reactants [H-].[Na+].[C:3]([C:5]1[CH:11]=[CH:10][C:8]([NH2:9])=[C:7]([N+:12]([O-:14])=[O:13])[CH:6]=1)#[N:4].[C:15](O[C:15]([O:17][C:18]([CH3:21])([CH3:20])[CH3:19])=[O:16])([O:17][C:18]([CH3:21])([CH3:20])[CH3:19])=[O:16], predict the reaction product. The product is: [C:18]([O:17][C:15]([NH:9][C:8]1[CH:10]=[CH:11][C:5]([C:3]#[N:4])=[CH:6][C:7]=1[N+:12]([O-:14])=[O:13])=[O:16])([CH3:21])([CH3:20])[CH3:19].